Dataset: Ames mutagenicity test results for genotoxicity prediction. Task: Regression/Classification. Given a drug SMILES string, predict its toxicity properties. Task type varies by dataset: regression for continuous values (e.g., LD50, hERG inhibition percentage) or binary classification for toxic/non-toxic outcomes (e.g., AMES mutagenicity, cardiotoxicity, hepatotoxicity). Dataset: ames. The compound is CC1=C2C(=CO[C@H](C)[C@H]2C)C(O)=C(C(=O)O)C1=O. The result is 0 (non-mutagenic).